From a dataset of Reaction yield outcomes from USPTO patents with 853,638 reactions. Predict the reaction yield, written as a fraction of the theoretical maximum amount of product (1.0 means a 100% yield; for example, 0.34 means a 34% yield). (1) The reactants are C1COCC1.C([O:13][C:14]1[CH:47]=[CH:46][C:17]([C:18]([O:20][CH2:21][N:22]2[C:31]3[C:26](=[C:27]([F:36])[CH:28]=[CH:29][C:30]=3[O:32][CH2:33][CH2:34][CH3:35])[C:25](=[O:37])[C:24]([C:38]3[CH:43]=[CH:42][C:41]([O:44][CH3:45])=[CH:40][CH:39]=3)=[CH:23]2)=[O:19])=[CH:16][CH:15]=1)C1C=CC=CC=1.[H][H]. The catalyst is [Pd].C(O)C. The product is [OH:13][C:14]1[CH:15]=[CH:16][C:17]([C:18]([O:20][CH2:21][N:22]2[C:31]3[C:26](=[C:27]([F:36])[CH:28]=[CH:29][C:30]=3[O:32][CH2:33][CH2:34][CH3:35])[C:25](=[O:37])[C:24]([C:38]3[CH:39]=[CH:40][C:41]([O:44][CH3:45])=[CH:42][CH:43]=3)=[CH:23]2)=[O:19])=[CH:46][CH:47]=1. The yield is 1.00. (2) The reactants are [CH3:1][N:2]1[CH2:7][CH2:6][N:5]([C:8]2[CH:9]=[CH:10][C:11]([NH:14][C:15]3[N:16]=[CH:17][C:18]4[C:24](=O)[CH2:23][CH:22]5[C:26](=[O:35])[NH:27][CH2:28][C:29]6([CH2:34][CH2:33][CH2:32][CH2:31][CH2:30]6)[N:21]5[C:19]=4[N:20]=3)=[N:12][CH:13]=2)[CH2:4][CH2:3]1.[CH2:36]([SH:40])[CH2:37][CH2:38][SH:39].C1(C)C=CC(S(O)(=O)=O)=CC=1. The catalyst is C1(C)C=CC=CC=1. The product is [CH3:1][N:2]1[CH2:3][CH2:4][N:5]([C:8]2[CH:9]=[CH:10][C:11]([NH:14][C:15]3[N:16]=[CH:17][C:18]4[C:24]5([S:40][CH2:36][CH2:37][CH2:38][S:39]5)[CH2:23][CH:22]5[C:26](=[O:35])[NH:27][CH2:28][C:29]6([CH2:34][CH2:33][CH2:32][CH2:31][CH2:30]6)[N:21]5[C:19]=4[N:20]=3)=[N:12][CH:13]=2)[CH2:6][CH2:7]1. The yield is 0.330.